This data is from Forward reaction prediction with 1.9M reactions from USPTO patents (1976-2016). The task is: Predict the product of the given reaction. (1) Given the reactants Br[C:2]([C:5]1[CH:10]=[C:9]([N+:11]([O-:13])=[O:12])[CH:8]=[C:7]([Cl:14])[CH:6]=1)([CH3:4])[CH3:3].[Br:15][C:16]1[CH:21]=[CH:20][CH:19]=[CH:18][CH:17]=1.[Al+3].[Cl-].[Cl-].[Cl-].O, predict the reaction product. The product is: [Br:15][C:16]1[CH:21]=[CH:20][C:19]([C:2]([C:5]2[CH:10]=[C:9]([N+:11]([O-:13])=[O:12])[CH:8]=[C:7]([Cl:14])[CH:6]=2)([CH3:4])[CH3:3])=[CH:18][CH:17]=1. (2) Given the reactants C([O:8][C@@H:9]([CH3:49])[C@H:10]([O:42][C:43]1[CH:48]=[CH:47][CH:46]=[CH:45][CH:44]=1)[C@@H:11]([CH2:34][C:35]1[CH:40]=[CH:39][C:38]([CH3:41])=[CH:37][CH:36]=1)[CH2:12][CH2:13][CH2:14][C@H:15]([NH:26][C:27]([O:29][C:30]([CH3:33])([CH3:32])[CH3:31])=[O:28])[C:16]([O:18]CC1C=CC=CC=1)=[O:17])C1C=CC=CC=1, predict the reaction product. The product is: [C:30]([O:29][C:27]([NH:26][C@@H:15]([CH2:14][CH2:13][CH2:12][C@H:11]([CH2:34][C:35]1[CH:36]=[CH:37][C:38]([CH3:41])=[CH:39][CH:40]=1)[C@@H:10]([O:42][C:43]1[CH:48]=[CH:47][CH:46]=[CH:45][CH:44]=1)[C@@H:9]([OH:8])[CH3:49])[C:16]([OH:18])=[O:17])=[O:28])([CH3:33])([CH3:31])[CH3:32]. (3) The product is: [Cl:6][C:7]1[CH:8]=[CH:9][C:10]2[N:11]([C:13]([CH2:16][C:18]3[CH:19]=[C:20]4[C:25](=[CH:26][C:27]=3[F:28])[N:24]=[CH:23][CH:22]=[CH:21]4)=[CH:14][N:15]=2)[N:12]=1. Given the reactants II.O[PH2]=O.[Cl:6][C:7]1[CH:8]=[CH:9][C:10]2[N:11]([C:13]([CH:16]([C:18]3[CH:19]=[C:20]4[C:25](=[CH:26][C:27]=3[F:28])[N:24]=[CH:23][CH:22]=[CH:21]4)O)=[CH:14][N:15]=2)[N:12]=1, predict the reaction product. (4) Given the reactants [I:1][CH2:2][CH2:3][CH2:4][CH2:5][CH2:6][CH2:7]I.[CH:9]1[C:18]2[C:13](=[CH:14][CH:15]=[CH:16][CH:17]=2)[CH:12]=[CH:11][N:10]=1, predict the reaction product. The product is: [I-:1].[I-:1].[CH2:2]([N+:10]1[CH:11]=[CH:12][C:13]2[C:18](=[CH:17][CH:16]=[CH:15][CH:14]=2)[CH:9]=1)[CH2:3][CH2:4][CH2:5][CH2:6][CH2:7][N+:10]1[CH:11]=[CH:12][C:13]2[C:18](=[CH:17][CH:16]=[CH:15][CH:14]=2)[CH:9]=1. (5) Given the reactants [N+:1]([C:4]1[CH:9]=[CH:8][C:7]([C:10]2[S:14][C:13]([CH2:15][CH2:16][C:17]([O:19][CH3:20])=[O:18])=[N:12][CH:11]=2)=[CH:6][CH:5]=1)([O-])=O.O1CCCC1.O.[Cl-].[NH4+], predict the reaction product. The product is: [NH2:1][C:4]1[CH:5]=[CH:6][C:7]([C:10]2[S:14][C:13]([CH2:15][CH2:16][C:17]([O:19][CH3:20])=[O:18])=[N:12][CH:11]=2)=[CH:8][CH:9]=1. (6) The product is: [C:2]([C:7]1[N:8]=[C:9]([CH2:12][N:13]2[N:17]=[C:16]([NH:18][C:33]([C:28]3[N:29]=[C:30]([CH3:32])[O:31][C:27]=3[C:23]3[CH:24]=[CH:25][CH:26]=[C:21]([O:20][CH3:19])[CH:22]=3)=[O:34])[CH:15]=[N:14]2)[S:10][CH:11]=1)(=[O:6])[CH3:1]. Given the reactants [CH3:1][C:2]1([C:7]2[N:8]=[C:9]([CH2:12][N:13]3[N:17]=[C:16]([NH2:18])[CH:15]=[N:14]3)[S:10][CH:11]=2)[O:6]CCO1.[CH3:19][O:20][C:21]1[CH:22]=[C:23]([C:27]2[O:31][C:30]([CH3:32])=[N:29][C:28]=2[C:33](O)=[O:34])[CH:24]=[CH:25][CH:26]=1, predict the reaction product.